From a dataset of Full USPTO retrosynthesis dataset with 1.9M reactions from patents (1976-2016). Predict the reactants needed to synthesize the given product. Given the product [I:1][C:2]1[CH:3]=[N:4][N:5]([CH3:10])[C:6]=1[C:7]([O:9][CH2:11][CH3:12])=[O:8], predict the reactants needed to synthesize it. The reactants are: [I:1][C:2]1[CH:3]=[N:4][N:5]([CH3:10])[C:6]=1[C:7]([OH:9])=[O:8].[C:11](Cl)(=O)[C:12](Cl)=O.CCO.